Dataset: Catalyst prediction with 721,799 reactions and 888 catalyst types from USPTO. Task: Predict which catalyst facilitates the given reaction. Reactant: [C:1]([C:4]1[C:5]2[N:6]([CH:40]=[N:41][N:42]=2)[C:7]([CH2:31][C:32]2[C:37]([Cl:38])=[CH:36][CH:35]=[CH:34][C:33]=2[Cl:39])=[N:8][C:9]=1[NH:10][C:11]1[CH:16]=[CH:15][C:14]([N:17]2[CH2:22][CH2:21][N:20](C(OC(C)(C)C)=O)[CH2:19][CH2:18]2)=[CH:13][C:12]=1[F:30])(=[O:3])[NH2:2].FC(F)(F)C(O)=O. Product: [Cl:39][C:33]1[CH:34]=[CH:35][CH:36]=[C:37]([Cl:38])[C:32]=1[CH2:31][C:7]1[N:6]2[CH:40]=[N:41][N:42]=[C:5]2[C:4]([C:1]([NH2:2])=[O:3])=[C:9]([NH:10][C:11]2[CH:16]=[CH:15][C:14]([N:17]3[CH2:22][CH2:21][NH:20][CH2:19][CH2:18]3)=[CH:13][C:12]=2[F:30])[N:8]=1. The catalyst class is: 4.